From a dataset of Full USPTO retrosynthesis dataset with 1.9M reactions from patents (1976-2016). Predict the reactants needed to synthesize the given product. (1) Given the product [O:33]1[C:37]2[CH:38]=[CH:39][C:40]([CH:42]3[CH2:47][CH2:46][CH:45]([N:8]4[CH2:11][CH:10]([NH:12][C:13](=[O:32])[CH2:14][NH:15][C:16]5[C:24]6[C:19](=[CH:20][CH:21]=[C:22]([CH:25]([OH:30])[C:26]([F:29])([F:28])[F:27])[CH:23]=6)[N:18]([CH3:31])[N:17]=5)[CH2:9]4)[CH2:44][CH2:43]3)=[CH:41][C:36]=2[O:35][CH2:34]1, predict the reactants needed to synthesize it. The reactants are: OC(C(F)(F)F)=O.[NH:8]1[CH2:11][CH:10]([NH:12][C:13](=[O:32])[CH2:14][NH:15][C:16]2[C:24]3[C:19](=[CH:20][CH:21]=[C:22]([CH:25]([OH:30])[C:26]([F:29])([F:28])[F:27])[CH:23]=3)[N:18]([CH3:31])[N:17]=2)[CH2:9]1.[O:33]1[C:37]2[CH:38]=[CH:39][C:40]([CH:42]3[CH2:47][CH2:46][C:45](=O)[CH2:44][CH2:43]3)=[CH:41][C:36]=2[O:35][CH2:34]1. (2) Given the product [CH3:1][N:2]1[CH:6]=[CH:5][CH:4]=[C:3]1[CH2:7][CH2:8][NH2:9], predict the reactants needed to synthesize it. The reactants are: [CH3:1][N:2]1[CH:6]=[CH:5][CH:4]=[C:3]1[CH2:7][CH2:8][N:9]1C(=O)C2C(=CC=CC=2)C1=O.O.NN. (3) Given the product [ClH:16].[ClH:16].[NH2:18][C@@H:19]1[CH2:24][CH2:23][CH2:22][N:21]([C:25]2[C:30]([Br:31])=[CH:29][N:28]=[C:27]3[NH:32][CH:33]=[C:34]([NH:35][C:36]([CH:38]4[CH2:39][CH2:40]4)=[O:37])[C:26]=23)[CH2:20]1, predict the reactants needed to synthesize it. The reactants are: C1C(NN)=NN=C(N(CCO)CCO)C=1.[ClH:16].Cl.[NH2:18][C@@H:19]1[CH2:24][CH2:23][CH2:22][N:21]([C:25]2[C:30]([Br:31])=[CH:29][N:28]=[C:27]3[NH:32][CH:33]=[C:34]([NH:35][C:36]([CH:38]4[CH2:40][CH2:39]4)=[O:37])[C:26]=23)[CH2:20]1. (4) Given the product [CH3:15][C:2]1([CH3:1])[CH2:11][C:10]2[N:9]=[C:8]([C:12]([NH:18][C:17]([C:19]3[N:23]=[C:22]([CH3:24])[O:21][N:20]=3)([CH3:25])[CH3:16])=[O:14])[CH:7]=[CH:6][C:5]=2[CH2:4][CH2:3]1, predict the reactants needed to synthesize it. The reactants are: [CH3:1][C:2]1([CH3:15])[CH2:11][C:10]2[N:9]=[C:8]([C:12]([OH:14])=O)[CH:7]=[CH:6][C:5]=2[CH2:4][CH2:3]1.[CH3:16][C:17]([CH3:25])([C:19]1[N:23]=[C:22]([CH3:24])[O:21][N:20]=1)[NH2:18]. (5) The reactants are: [S:1]1[C:5]([NH2:6])=[N:4][CH:3]=[N:2]1.C(N(CC)CC)C.[S:14](Cl)(Cl)(=[O:16])=[O:15].Cl.[Cl:20][C:21]1[N:30]=[CH:29][CH:28]=[C:27]2[C:22]=1[CH2:23][CH2:24][NH:25][CH2:26]2.C(O)(=O)CC(CC(O)=O)(C(O)=O)O. Given the product [Cl:20][C:21]1[N:30]=[CH:29][CH:28]=[C:27]2[C:22]=1[CH2:23][CH2:24][N:25]([S:14]([NH:6][C:5]1[S:1][N:2]=[CH:3][N:4]=1)(=[O:16])=[O:15])[CH2:26]2, predict the reactants needed to synthesize it. (6) Given the product [OH:1][CH2:2][CH2:3][N:4]([S:15]([C:18]1[CH:23]=[CH:22][CH:21]=[C:20]([N+:24]([O-:26])=[O:25])[CH:19]=1)(=[O:17])=[O:16])[C:5]1[CH:14]=[CH:13][CH:12]=[CH:11][C:6]=1[C:7]([OH:9])=[O:8], predict the reactants needed to synthesize it. The reactants are: [OH:1][CH2:2][CH2:3][N:4]([S:15]([C:18]1[CH:23]=[CH:22][CH:21]=[C:20]([N+:24]([O-:26])=[O:25])[CH:19]=1)(=[O:17])=[O:16])[C:5]1[CH:14]=[CH:13][CH:12]=[CH:11][C:6]=1[C:7]([O:9]C)=[O:8].[OH-].[Na+].O.Cl. (7) Given the product [CH2:1]([O:8][C:9]1[C:10]([O:16][C:17]2[CH:27]=[CH:26][CH:25]=[C:19]([C:20]([O:22][CH2:23][CH3:24])=[O:21])[CH:18]=2)=[N:11][CH:12]=[CH:13][CH:14]=1)[C:2]1[CH:7]=[CH:6][CH:5]=[CH:4][CH:3]=1, predict the reactants needed to synthesize it. The reactants are: [CH2:1]([O:8][C:9]1[C:10](Br)=[N:11][CH:12]=[CH:13][CH:14]=1)[C:2]1[CH:7]=[CH:6][CH:5]=[CH:4][CH:3]=1.[OH:16][C:17]1[CH:18]=[C:19]([CH:25]=[CH:26][CH:27]=1)[C:20]([O:22][CH2:23][CH3:24])=[O:21].C(=O)([O-])[O-].[K+].[K+].Cl.C(=O)([O-])O.[Na+]. (8) The reactants are: [F:1][C:2]1[CH:7]=[CH:6][C:5]([CH:8]2[C:12]3([CH2:17][CH2:16][CH2:15][N:14]([C:18]([O:20][C:21]([CH3:24])([CH3:23])[CH3:22])=[O:19])[CH2:13]3)[C:11](=[O:25])[NH:10][CH2:9]2)=[CH:4][CH:3]=1.[H-].[Na+].Cl[CH2:29][C:30]1[O:31][CH:32]=[CH:33][N:34]=1. Given the product [F:1][C:2]1[CH:7]=[CH:6][C:5]([CH:8]2[C:12]3([CH2:17][CH2:16][CH2:15][N:14]([C:18]([O:20][C:21]([CH3:22])([CH3:24])[CH3:23])=[O:19])[CH2:13]3)[C:11](=[O:25])[N:10]([CH2:29][C:30]3[O:31][CH:32]=[CH:33][N:34]=3)[CH2:9]2)=[CH:4][CH:3]=1, predict the reactants needed to synthesize it. (9) The reactants are: [Cl:1][CH2:2][CH2:3][CH2:4][O:5][C:6]1[CH:7]=[CH:8][C:9]2[CH2:10][C@H:11]3[NH:22][CH2:21][CH2:20][C@@:17]4([C:18]=2[CH:19]=1)[C@H:12]3[CH2:13][CH2:14][CH2:15][CH2:16]4.Cl.C(N(CC)CC)C.[C:31](Cl)(=[O:33])[CH3:32]. Given the product [Cl:1][CH2:2][CH2:3][CH2:4][O:5][C:6]1[CH:7]=[CH:8][C:9]2[CH2:10][C@H:11]3[N:22]([C:31](=[O:33])[CH3:32])[CH2:21][CH2:20][C@@:17]4([C:18]=2[CH:19]=1)[C@H:12]3[CH2:13][CH2:14][CH2:15][CH2:16]4, predict the reactants needed to synthesize it.